Dataset: Reaction yield outcomes from USPTO patents with 853,638 reactions. Task: Predict the reaction yield, written as a fraction of the theoretical maximum amount of product (1.0 means a 100% yield; for example, 0.34 means a 34% yield). The reactants are C[O:2][C:3]([C:5]1[CH:6]=[C:7]([Cl:24])[CH:8]=[C:9]2[C:14]=1[NH:13][CH:12]([C:15]1[CH:20]=[CH:19][CH:18]=[C:17](Br)[CH:16]=1)[CH2:11][C:10]2([CH3:23])[CH3:22])=[O:4].[O:25]1[CH2:29][CH2:28][NH:27][C:26]1=[O:30].CNCCNC.C(=O)([O-])[O-].[K+].[K+]. The catalyst is CS(C)=O.[Cu]I. The product is [Cl:24][C:7]1[CH:8]=[C:9]2[C:14](=[C:5]([C:3]([OH:2])=[O:4])[CH:6]=1)[NH:13][CH:12]([C:15]1[CH:20]=[CH:19][CH:18]=[C:17]([N:27]3[CH2:28][CH2:29][O:25][C:26]3=[O:30])[CH:16]=1)[CH2:11][C:10]2([CH3:23])[CH3:22]. The yield is 0.800.